Dataset: Full USPTO retrosynthesis dataset with 1.9M reactions from patents (1976-2016). Task: Predict the reactants needed to synthesize the given product. Given the product [N+:9]([C:4]1[CH:3]=[C:2]([C:15]2[CH:16]=[CH:17][CH:18]=[CH:19][C:14]=2[C:13]([F:24])([F:23])[F:12])[CH:7]=[CH:6][C:5]=1[NH2:8])([O-:11])=[O:10], predict the reactants needed to synthesize it. The reactants are: Br[C:2]1[CH:7]=[CH:6][C:5]([NH2:8])=[C:4]([N+:9]([O-:11])=[O:10])[CH:3]=1.[F:12][C:13]([F:24])([F:23])[C:14]1[CH:19]=[CH:18][CH:17]=[CH:16][C:15]=1B(O)O.[Li+].[Cl-].C([O-])([O-])=O.[Na+].[Na+].